Dataset: Forward reaction prediction with 1.9M reactions from USPTO patents (1976-2016). Task: Predict the product of the given reaction. (1) Given the reactants [F:1][C:2]1[CH:3]=[CH:4][C:5]([CH2:8][O:9][C:10]2[CH:11]=[N:12][N:13]([C:17]3[CH:22]=[CH:21][C:20]4[C:23]5[CH2:24][N:25](C(OC(C)(C)C)=O)[CH2:26][CH2:27][CH2:28][C:29]=5[O:30][C:19]=4[CH:18]=3)[C:14](=[O:16])[CH:15]=2)=[N:6][CH:7]=1.Cl.C([O-])(O)=O.[Na+], predict the reaction product. The product is: [F:1][C:2]1[CH:3]=[CH:4][C:5]([CH2:8][O:9][C:10]2[CH:11]=[N:12][N:13]([C:17]3[CH:22]=[CH:21][C:20]4[C:23]5[CH2:24][NH:25][CH2:26][CH2:27][CH2:28][C:29]=5[O:30][C:19]=4[CH:18]=3)[C:14](=[O:16])[CH:15]=2)=[N:6][CH:7]=1. (2) Given the reactants [C:1]1([S:7]([N:10]2[C:14]3=[N:15][CH:16]=[C:17]([N:19]4[CH2:24][CH2:23][O:22][CH2:21][CH2:20]4)[CH:18]=[C:13]3[C:12](I)=[CH:11]2)(=[O:9])=[O:8])[CH:6]=[CH:5][CH:4]=[CH:3][CH:2]=1.[C:26]([N:45]1[CH:49]=[C:48](B(O)O)[CH:47]=[N:46]1)([C:39]1[CH:44]=[CH:43][CH:42]=[CH:41][CH:40]=1)([C:33]1[CH:38]=[CH:37][CH:36]=[CH:35][CH:34]=1)[C:27]1[CH:32]=[CH:31][CH:30]=[CH:29][CH:28]=1.[Li+].[Cl-].C([O-])([O-])=O.[Na+].[Na+], predict the reaction product. The product is: [C:1]1([S:7]([N:10]2[C:14]3=[N:15][CH:16]=[C:17]([N:19]4[CH2:24][CH2:23][O:22][CH2:21][CH2:20]4)[CH:18]=[C:13]3[C:12]([C:48]3[CH:47]=[N:46][N:45]([C:26]([C:33]4[CH:38]=[CH:37][CH:36]=[CH:35][CH:34]=4)([C:27]4[CH:28]=[CH:29][CH:30]=[CH:31][CH:32]=4)[C:39]4[CH:44]=[CH:43][CH:42]=[CH:41][CH:40]=4)[CH:49]=3)=[CH:11]2)(=[O:9])=[O:8])[CH:6]=[CH:5][CH:4]=[CH:3][CH:2]=1. (3) The product is: [Cl:24][C:14]1[C:15]([F:23])=[CH:16][CH:17]=[C:18]([O:19][CH:20]([F:21])[F:22])[C:13]=1[C@H:11]([C:10]1[C:4]2[C:5](=[N:6][CH:7]=[C:2]([C:34]3[CH:35]=[N:36][N:37]([CH:38]4[CH2:39][CH2:40][NH:41][CH2:42][CH2:43]4)[C:33]=3[CH3:32])[CH:3]=2)[NH:8][CH:9]=1)[CH3:12]. Given the reactants Br[C:2]1[CH:3]=[C:4]2[C:10]([C@@H:11]([C:13]3[C:18]([O:19][CH:20]([F:22])[F:21])=[CH:17][CH:16]=[C:15]([F:23])[C:14]=3[Cl:24])[CH3:12])=[CH:9][N:8](C(OC(C)(C)C)=O)[C:5]2=[N:6][CH:7]=1.[CH3:32][C:33]1[N:37]([CH:38]2[CH2:43][CH2:42][N:41](C(OC(C)(C)C)=O)[CH2:40][CH2:39]2)[N:36]=[CH:35][C:34]=1B1OC(C)(C)C(C)(C)O1.[F-].[K+].O.Cl, predict the reaction product. (4) Given the reactants O[C:2]1[N:7]2[N:8]=[CH:9][CH:10]=[C:6]2[N:5]=[CH:4][C:3]=1[C:11]([O:13][CH2:14][CH3:15])=[O:12].[F:16][C:17]1[CH:23]=[CH:22][C:21]([CH3:24])=[CH:20][C:18]=1[NH2:19], predict the reaction product. The product is: [F:16][C:17]1[CH:23]=[CH:22][C:21]([CH3:24])=[CH:20][C:18]=1[NH:19][C:2]1[N:7]2[N:8]=[CH:9][CH:10]=[C:6]2[N:5]=[CH:4][C:3]=1[C:11]([O:13][CH2:14][CH3:15])=[O:12]. (5) Given the reactants Br[C:2]1[CH:10]=[C:9]2[C:5]([CH:6]=[CH:7][NH:8]2)=[CH:4][C:3]=1[Cl:11].[CH3:12][N:13]1[CH:17]=[C:16](B2OC(C)(C)C(C)(C)O2)[CH:15]=[N:14]1.C([O-])([O-])=O.[Na+].[Na+].O, predict the reaction product. The product is: [Cl:11][C:3]1[CH:4]=[C:5]2[C:9](=[CH:10][C:2]=1[C:16]1[CH:15]=[N:14][N:13]([CH3:12])[CH:17]=1)[NH:8][CH:7]=[CH:6]2. (6) Given the reactants [Cl:1][C:2]1[CH:7]=[CH:6][C:5]([C:8]2([CH3:43])[C:12]([C:14]3[CH:19]=[CH:18][C:17]([Cl:20])=[CH:16][CH:15]=3)([CH3:13])[N:11]([C:21](Cl)=[O:22])[C:10]([C:24]3[CH:29]=[C:28]([S:30]([N:33]4[CH2:37][CH2:36][CH2:35][CH2:34]4)(=[O:32])=[O:31])[C:27]([Cl:38])=[CH:26][C:25]=3[O:39][CH2:40][CH2:41][CH3:42])=[N:9]2)=[CH:4][CH:3]=1.[CH3:44][S:45]([CH2:48][CH2:49][CH2:50][N:51]1[CH2:56][CH2:55][NH:54][CH2:53][CH2:52]1)(=[O:47])=[O:46], predict the reaction product. The product is: [Cl:1][C:2]1[CH:3]=[CH:4][C:5]([C@@:8]2([CH3:43])[C@:12]([C:14]3[CH:19]=[CH:18][C:17]([Cl:20])=[CH:16][CH:15]=3)([CH3:13])[N:11]([C:21]([N:54]3[CH2:55][CH2:56][N:51]([CH2:50][CH2:49][CH2:48][S:45]([CH3:44])(=[O:46])=[O:47])[CH2:52][CH2:53]3)=[O:22])[C:10]([C:24]3[CH:29]=[C:28]([S:30]([N:33]4[CH2:37][CH2:36][CH2:35][CH2:34]4)(=[O:31])=[O:32])[C:27]([Cl:38])=[CH:26][C:25]=3[O:39][CH2:40][CH2:41][CH3:42])=[N:9]2)=[CH:6][CH:7]=1. (7) Given the reactants [OH:1][C:2]1[CH:7]=[C:6]([OH:8])[C:5]([CH:9]([CH3:11])[CH3:10])=[CH:4][C:3]=1[C:12](=[O:14])[CH3:13].[C:15](#N)C.C(=O)([O-])[O-].[K+].[K+].[CH2:24](Br)[C:25]1[CH:30]=[CH:29][CH:28]=[CH:27][CH:26]=1.CCOC(C)=O.[CH3:38][CH2:39][CH2:40][CH2:41][CH2:42][CH3:43], predict the reaction product. The product is: [CH2:24]([O:1][C:2]1[CH:7]=[C:6]([O:8][CH2:15][C:40]2[CH:39]=[CH:38][CH:43]=[CH:42][CH:41]=2)[C:5]([CH:9]([CH3:11])[CH3:10])=[CH:4][C:3]=1[C:12](=[O:14])[CH3:13])[C:25]1[CH:30]=[CH:29][CH:28]=[CH:27][CH:26]=1. (8) Given the reactants [CH3:1][C:2]1[CH:3]=[C:4]([NH:20][C:21]2[N:26]=[C:25]([C:27](O)=[O:28])[CH:24]=[CH:23][N:22]=2)[CH:5]=[C:6]([C:8]2[S:12][C:11]([C:13]([OH:19])([CH3:18])[C:14]([F:17])([F:16])[F:15])=[N:10][CH:9]=2)[CH:7]=1.[N:30]1(C(OC(C)(C)C)=[O:37])[CH2:35][CH2:34][NH:33][CH2:32][CH2:31]1.CCN(C(C)C)C(C)C.F[P-](F)(F)(F)(F)F.N1(O[P+](N(C)C)(N(C)C)N(C)C)C2C=CC=CC=2N=N1, predict the reaction product. The product is: [CH3:1][C:2]1[CH:3]=[C:4]([NH:20][C:21]2[N:26]=[C:25]([C:27]([N:30]3[CH2:35][CH2:34][NH:33][CH2:32][CH2:31]3)=[O:28])[CH:24]=[CH:23][N:22]=2)[CH:5]=[C:6]([C:8]2[S:12][C:11]([C:13]([OH:19])([CH3:18])[C:14]([F:16])([F:17])[F:15])=[N:10][CH:9]=2)[CH:7]=1.[C:13]([OH:19])([C:14]([F:17])([F:16])[F:15])=[O:37]. (9) Given the reactants C([O:4][C@H:5]([CH3:29])[CH2:6][CH2:7][CH2:8][CH2:9][N:10]1[C:18](=[O:19])[C:17]2[N:16]3[CH2:20][CH2:21][N:22]([CH2:23][O:24][CH2:25][CH3:26])[C:15]3=[N:14][C:13]=2[N:12]([CH3:27])[C:11]1=[O:28])(=O)C.C(=O)([O-])[O-].[K+].[K+], predict the reaction product. The product is: [CH2:25]([O:24][CH2:23][N:22]1[C:15]2=[N:14][C:13]3[N:12]([CH3:27])[C:11](=[O:28])[N:10]([CH2:9][CH2:8][CH2:7][CH2:6][C@H:5]([OH:4])[CH3:29])[C:18](=[O:19])[C:17]=3[N:16]2[CH2:20][CH2:21]1)[CH3:26]. (10) Given the reactants COC1C=CC(C[N:8]2[C:12]3[N:13]=[CH:14][C:15]4[CH2:16][N:17]([C:21]([NH:23][C:24]5[CH:25]=[C:26]([CH:30]=[CH:31][CH:32]=5)[C:27]([OH:29])=O)=[O:22])[CH2:18][CH2:19][C:20]=4[C:11]=3[CH:10]=[N:9]2)=CC=1.[NH:35]1[CH:39]=[CH:38][C:37]([NH2:40])=[N:36]1, predict the reaction product. The product is: [NH:35]1[CH:39]=[CH:38][C:37]([NH:40][C:27]([C:26]2[CH:25]=[C:24]([NH:23][C:21]([N:17]3[CH2:16][C:15]4[CH:14]=[N:13][C:12]5[NH:8][N:9]=[CH:10][C:11]=5[C:20]=4[CH2:19][CH2:18]3)=[O:22])[CH:32]=[CH:31][CH:30]=2)=[O:29])=[N:36]1.